Dataset: Full USPTO retrosynthesis dataset with 1.9M reactions from patents (1976-2016). Task: Predict the reactants needed to synthesize the given product. (1) Given the product [CH:19]1([C:2]2[CH:7]=[C:6]([CH:8]=[O:9])[C:5]([O:10][CH3:11])=[CH:4][C:3]=2[C:12]2[CH:17]=[CH:16][C:15]([F:18])=[CH:14][CH:13]=2)[CH2:21][CH2:20]1, predict the reactants needed to synthesize it. The reactants are: Br[C:2]1[CH:7]=[C:6]([CH:8]=[O:9])[C:5]([O:10][CH3:11])=[CH:4][C:3]=1[C:12]1[CH:17]=[CH:16][C:15]([F:18])=[CH:14][CH:13]=1.[CH:19]1(B(O)O)[CH2:21][CH2:20]1.C1(P(C2CCCCC2)C2C=CC=CC=2C2C(OC)=CC=CC=2OC)CCCCC1.C(=O)([O-])[O-].[Na+].[Na+]. (2) Given the product [C:1]([N:4]1[CH2:5][CH2:6][CH:7]([CH:10]([CH3:14])[C:11]([NH:29][C:26]2[CH:25]=[CH:24][C:23]([C:18]3[CH:19]=[C:20]([F:22])[CH:21]=[C:16]([F:15])[CH:17]=3)=[CH:28][N:27]=2)=[O:13])[CH2:8][CH2:9]1)(=[O:3])[CH3:2], predict the reactants needed to synthesize it. The reactants are: [C:1]([N:4]1[CH2:9][CH2:8][CH:7]([CH:10]([CH3:14])[C:11]([OH:13])=O)[CH2:6][CH2:5]1)(=[O:3])[CH3:2].[F:15][C:16]1[CH:17]=[C:18]([C:23]2[CH:24]=[CH:25][C:26]([NH2:29])=[N:27][CH:28]=2)[CH:19]=[C:20]([F:22])[CH:21]=1. (3) Given the product [Br:1][C:2]1[CH:3]=[C:4]2[C:10]([C:11]3[CH:16]=[CH:15][CH:14]=[CH:13][C:12]=3[O:17][CH3:18])=[CH:9][N:8]([CH2:21][O:22][CH2:23][CH2:24][O:25][CH3:26])[C:5]2=[N:6][CH:7]=1, predict the reactants needed to synthesize it. The reactants are: [Br:1][C:2]1[CH:3]=[C:4]2[C:10]([C:11]3[CH:16]=[CH:15][CH:14]=[CH:13][C:12]=3[O:17][CH3:18])=[CH:9][NH:8][C:5]2=[N:6][CH:7]=1.[H-].[Na+].[CH3:21][O:22][CH2:23][CH2:24][O:25][CH2:26]Cl. (4) Given the product [CH2:1]([O:3][C:4](=[O:39])[CH2:5][CH:6]([C:29]1[CH:38]=[N:37][C:36]2[C:31](=[CH:32][CH:33]=[CH:34][CH:35]=2)[N:30]=1)[CH2:7][CH2:8][CH2:9][CH2:10][CH2:11][CH2:12][C:13]1[CH:18]=[CH:17][CH:16]=[C:15]([NH:19][CH2:20][C:21]2[CH:22]=[CH:23][C:24]([O:27][CH3:28])=[CH:25][CH:26]=2)[N:14]=1)[CH3:2], predict the reactants needed to synthesize it. The reactants are: [CH2:1]([O:3][C:4](=[O:39])[CH2:5][CH:6]([C:29]1[CH:38]=[N:37][C:36]2[C:31](=[CH:32][CH:33]=[CH:34][CH:35]=2)[N:30]=1)[CH:7]=[CH:8][CH2:9][CH2:10][CH2:11][CH2:12][C:13]1[CH:18]=[CH:17][CH:16]=[C:15]([NH:19][CH2:20][C:21]2[CH:26]=[CH:25][C:24]([O:27][CH3:28])=[CH:23][CH:22]=2)[N:14]=1)[CH3:2].C([O-])=O.[NH4+]. (5) Given the product [C:9]([NH:8][C@@H:7]([C:6]([OH:13])=[O:5])[CH3:12])(=[O:11])[CH3:10], predict the reactants needed to synthesize it. The reactants are: [N+](=C)=[N-].C[O:5][C:6](=[O:13])[C@H:7]([CH3:12])[NH:8][C:9](=[O:11])[CH3:10]. (6) Given the product [CH3:16][O:15][CH2:14][C:13]1[NH:12][C:11]2[CH:10]=[CH:9][CH:8]=[C:3]([C:4]([O:6][CH3:7])=[O:5])[C:2]=2[N:1]=1, predict the reactants needed to synthesize it. The reactants are: [NH2:1][C:2]1[C:11]([NH:12][C:13](=O)[CH2:14][O:15][CH3:16])=[CH:10][CH:9]=[CH:8][C:3]=1[C:4]([O:6][CH3:7])=[O:5]. (7) Given the product [CH:1]1([C:4]2[CH:5]=[CH:6][C:7]([C:10]([F:16])([F:17])[C:11]([OH:13])=[O:12])=[CH:8][CH:9]=2)[CH2:3][CH2:2]1, predict the reactants needed to synthesize it. The reactants are: [CH:1]1([C:4]2[CH:9]=[CH:8][C:7]([C:10]([F:17])([F:16])[C:11]([O:13]CC)=[O:12])=[CH:6][CH:5]=2)[CH2:3][CH2:2]1.O.[OH-].[Li+]. (8) Given the product [F:1][C:2]1[C:12]2[CH2:11][CH2:10][CH2:9][CH2:8][NH:7][C:6]=2[C:5]([NH2:13])=[CH:4][CH:3]=1, predict the reactants needed to synthesize it. The reactants are: [F:1][C:2]1[C:12]2[CH:11]=[CH:10][CH2:9][CH2:8][NH:7][C:6]=2[C:5]([N+:13]([O-])=O)=[CH:4][CH:3]=1. (9) Given the product [NH:8]1[C:9]2[C:5](=[CH:4][CH:3]=[C:2]([C:20]([C:15]3[CH:16]=[CH:17][CH:18]=[CH:19][CH:14]=3)=[CH:21][C:22]#[N:23])[CH:10]=2)[CH:6]=[CH:7]1, predict the reactants needed to synthesize it. The reactants are: Br[C:2]1[CH:10]=[C:9]2[C:5]([CH:6]=[CH:7][NH:8]2)=[CH:4][CH:3]=1.N1[C:19]2[C:14](=[C:15]([C:20](C3C=CC=CC=3)=[CH:21][C:22]#[N:23])[CH:16]=[CH:17][CH:18]=2)C=C1. (10) Given the product [F:17][C:12]1[C:11]([NH:18][C:19]2[CH:24]=[CH:23][C:22]([I:25])=[CH:21][C:20]=2[F:26])=[C:10]([C:7]2[O:6][C:5]([NH:4][CH2:47][CH:46]([OH:50])[CH2:48][OH:31])=[N:9][N:8]=2)[CH:15]=[CH:14][C:13]=1[F:16], predict the reactants needed to synthesize it. The reactants are: C([NH:4][C:5]1[O:6][C:7]([C:10]2[CH:15]=[CH:14][C:13]([F:16])=[C:12]([F:17])[C:11]=2[NH:18][C:19]2[CH:24]=[CH:23][C:22]([I:25])=[CH:21][C:20]=2[F:26])=[N:8][N:9]=1)C=C.C[N+]1([O-])CC[O:31]CC1.O.S(S([O-])(=O)=O)([O-])(=O)=O.[Na+].[Na+].[C:46]([OH:50])(C)([CH3:48])[CH3:47].